From a dataset of Catalyst prediction with 721,799 reactions and 888 catalyst types from USPTO. Predict which catalyst facilitates the given reaction. Reactant: Cl.[Cl:2][C:3]1[C:11]2[NH:10][C:9]3[CH2:12][CH2:13][NH:14][CH2:15][C:8]=3[C:7]=2[C:6]([CH3:16])=[C:5]([F:17])[CH:4]=1.[C:18](O[C:18]([O:20][C:21]([CH3:24])([CH3:23])[CH3:22])=[O:19])([O:20][C:21]([CH3:24])([CH3:23])[CH3:22])=[O:19].[OH-].[Na+]. Product: [C:21]([O:20][C:18]([N:14]1[CH2:13][CH2:12][C:9]2[NH:10][C:11]3[C:3]([Cl:2])=[CH:4][C:5]([F:17])=[C:6]([CH3:16])[C:7]=3[C:8]=2[CH2:15]1)=[O:19])([CH3:24])([CH3:23])[CH3:22]. The catalyst class is: 12.